From a dataset of Forward reaction prediction with 1.9M reactions from USPTO patents (1976-2016). Predict the product of the given reaction. (1) The product is: [NH:12]1[CH2:13][CH2:14][CH:9]([C:8]2[C:3](=[O:2])[NH:4][CH:5]=[CH:6][CH:7]=2)[CH2:10][CH2:11]1. Given the reactants C[O:2][C:3]1[C:8]([CH:9]2[CH2:14][CH2:13][N:12](C(OC(C)(C)C)=O)[CH2:11][CH2:10]2)=[CH:7][CH:6]=[CH:5][N:4]=1.Cl, predict the reaction product. (2) Given the reactants C1(S([N:10]2[C:14]3=[N:15][N:16]=[C:17]4[C:22]([C:21](Cl)=[CH:20][CH:19]=[N:18]4)=[C:13]3[CH:12]=[CH:11]2)(=O)=O)C=CC=CC=1.[F:24][C:25]([F:38])([F:37])[CH2:26][S:27]([NH:30][CH:31]1[CH2:36][CH2:35][CH2:34][NH:33][CH2:32]1)(=[O:29])=[O:28], predict the reaction product. The product is: [CH:12]1[C:13]2=[C:22]3[C:17](=[N:16][N:15]=[C:14]2[NH:10][CH:11]=1)[N:18]=[CH:19][CH:20]=[C:21]3[N:33]1[CH2:34][CH2:35][CH2:36][CH:31]([NH:30][S:27]([CH2:26][C:25]([F:24])([F:37])[F:38])(=[O:28])=[O:29])[CH2:32]1. (3) Given the reactants Cl[C:2]1[N:7]=[C:6]([CH2:8][O:9][C:10]2[CH:11]=[C:12]([C@H:16]([CH:23]3[CH2:25][CH2:24]3)[CH2:17][C:18]([O:20]CC)=[O:19])[CH:13]=[CH:14][CH:15]=2)[CH:5]=[N:4][C:3]=1[C:26]1[CH:31]=[C:30]([O:32][CH3:33])[CH:29]=[CH:28][C:27]=1[F:34].[CH3:35][CH:36]([CH3:39])[CH2:37][OH:38], predict the reaction product. The product is: [CH:23]1([C@@H:16]([C:12]2[CH:13]=[CH:14][CH:15]=[C:10]([O:9][CH2:8][C:6]3[CH:5]=[N:4][C:3]([C:26]4[CH:31]=[C:30]([O:32][CH3:33])[CH:29]=[CH:28][C:27]=4[F:34])=[C:2]([O:38][CH2:37][CH:36]([CH3:39])[CH3:35])[N:7]=3)[CH:11]=2)[CH2:17][C:18]([OH:20])=[O:19])[CH2:24][CH2:25]1. (4) Given the reactants [NH2:1][C:2]1[CH:3]=[CH:4][C:5]([F:31])=[C:6]([CH:30]=1)[O:7][C:8]1[N:9]=[C:10]([NH:21][C:22]2[CH:23]=[N:24][N:25]([CH2:27][CH2:28][OH:29])[CH:26]=2)[C:11]([C:18]([NH2:20])=[O:19])=[N:12][C:13]=1[C:14](O)([CH3:16])[CH3:15].C(N(C(C)C)CC)(C)C, predict the reaction product. The product is: [NH2:1][C:2]1[CH:3]=[CH:4][C:5]([F:31])=[C:6]([CH:30]=1)[O:7][C:8]1[N:9]=[C:10]([NH:21][C:22]2[CH:23]=[N:24][N:25]([CH2:27][CH2:28][OH:29])[CH:26]=2)[C:11]([C:18]([NH2:20])=[O:19])=[N:12][C:13]=1[C:14]([CH3:16])=[CH2:15]. (5) Given the reactants [CH2:1]([C@@H:8]1[NH:13][CH2:12][CH2:11][N:10]([C:14]2[CH:19]=[CH:18][C:17]([O:20][CH3:21])=[C:16]([O:22][CH:23]3[CH2:27][CH2:26][CH2:25][CH2:24]3)[CH:15]=2)[CH2:9]1)[C:2]1[CH:7]=[CH:6][CH:5]=[CH:4][CH:3]=1.C(N([CH2:33][CH3:34])CC)C.C([CH:37]([CH2:41][C:42](Cl)=[O:43])[C:38](Cl)=[O:39])C.C1C[O:48]CC1, predict the reaction product. The product is: [CH2:1]([C@H:8]1[CH2:9][N:10]([C:14]2[CH:19]=[CH:18][C:17]([O:20][CH3:21])=[C:16]([O:22][CH:23]3[CH2:27][CH2:26][CH2:25][CH2:24]3)[CH:15]=2)[CH2:11][CH2:12][N:13]1[C:42](=[O:43])[CH2:41][CH2:37][C:38]([O:39][CH2:33][CH3:34])=[O:48])[C:2]1[CH:3]=[CH:4][CH:5]=[CH:6][CH:7]=1. (6) Given the reactants C[O:2][C:3]([C:5]1[O:9][N:8]=[C:7]([C:10]2[CH:15]=[CH:14][CH:13]=[CH:12][CH:11]=2)[CH:6]=1)=[O:4].[Li+].[OH-], predict the reaction product. The product is: [C:10]1([C:7]2[CH:6]=[C:5]([C:3]([OH:4])=[O:2])[O:9][N:8]=2)[CH:11]=[CH:12][CH:13]=[CH:14][CH:15]=1. (7) Given the reactants [O:1]1[C:5]2[CH:6]=[CH:7][C:8]([C:10]3([C:13]([NH:15][C:16]4[CH:17]=[C:18]([C:23]5[CH:28]=[CH:27][C:26]([CH2:29]O)=[CH:25][CH:24]=5)[C:19]([CH3:22])=[CH:20][CH:21]=4)=[O:14])[CH2:12][CH2:11]3)=[CH:9][C:4]=2[O:3][CH2:2]1.CS(Cl)(=O)=O.[CH:36]([N:39](CC)C(C)C)(C)C.CN.C1COCC1, predict the reaction product. The product is: [O:1]1[C:5]2[CH:6]=[CH:7][C:8]([C:10]3([C:13]([NH:15][C:16]4[CH:17]=[C:18]([C:23]5[CH:28]=[CH:27][C:26]([CH2:29][NH:39][CH3:36])=[CH:25][CH:24]=5)[C:19]([CH3:22])=[CH:20][CH:21]=4)=[O:14])[CH2:12][CH2:11]3)=[CH:9][C:4]=2[O:3][CH2:2]1. (8) Given the reactants Br[C:2]1[S:3][C:4](Br)=[CH:5][CH:6]=1.[CH3:8][O:9][C:10]1[CH:11]=[C:12](B(O)O)[CH:13]=[CH:14][CH:15]=1, predict the reaction product. The product is: [CH3:8][O:9][C:10]1[CH:11]=[C:12]([C:2]2[S:3][C:4]([C:14]3[CH:13]=[CH:12][CH:11]=[C:10]([O:9][CH3:8])[CH:15]=3)=[CH:5][CH:6]=2)[CH:13]=[CH:14][CH:15]=1.